From a dataset of NCI-60 drug combinations with 297,098 pairs across 59 cell lines. Regression. Given two drug SMILES strings and cell line genomic features, predict the synergy score measuring deviation from expected non-interaction effect. Drug 1: CN1C(=O)N2C=NC(=C2N=N1)C(=O)N. Drug 2: N.N.Cl[Pt+2]Cl. Cell line: HOP-92. Synergy scores: CSS=48.7, Synergy_ZIP=-5.58, Synergy_Bliss=-7.72, Synergy_Loewe=-26.5, Synergy_HSA=-6.96.